From a dataset of Full USPTO retrosynthesis dataset with 1.9M reactions from patents (1976-2016). Predict the reactants needed to synthesize the given product. (1) Given the product [F:1][C:2]1[CH:3]=[CH:4][C:5]([C:8]2[C:20]3[C:19](=[O:34])[C:18]4[C:13](=[CH:14][CH:15]=[CH:16][CH:17]=4)[C:12]=3[C:11]([C:21]#[N:22])=[C:10]([N:23]3[CH2:24][CH2:25][CH2:26][CH2:27][CH2:28]3)[CH:9]=2)=[CH:6][CH:7]=1, predict the reactants needed to synthesize it. The reactants are: [F:1][C:2]1[CH:7]=[CH:6][C:5]([C:8]2[C:20]3[CH2:19][C:18]4[C:13](=[CH:14][CH:15]=[CH:16][CH:17]=4)[C:12]=3[C:11]([C:21]#[N:22])=[C:10]([N:23]3[CH2:28][CH2:27][CH2:26][CH2:25][CH2:24]3)[CH:9]=2)=[CH:4][CH:3]=1.[H-].[Na+].C1C[O:34]CC1. (2) Given the product [CH:29]1([C:35]2[C:43]3[C:38](=[CH:39][C:40]([C:44]([NH:25][C:20]4([C:18]5[NH:17][C:16]6[CH:26]=[CH:27][C:13](/[CH:12]=[CH:11]/[C:10]([O:9][CH3:8])=[O:28])=[CH:14][C:15]=6[N:19]=5)[CH2:24][CH2:23][CH2:22][CH2:21]4)=[O:45])=[CH:41][CH:42]=3)[N:37]([CH2:47][C:48]([N:50]([CH3:52])[CH3:51])=[O:49])[C:36]=2[C:53]2[CH:58]=[CH:57][CH:56]=[CH:55][CH:54]=2)[CH2:34][CH2:33][CH2:32][CH2:31][CH2:30]1, predict the reactants needed to synthesize it. The reactants are: FC(F)(F)C([O-])=O.[CH3:8][O:9][C:10](=[O:28])/[CH:11]=[CH:12]/[C:13]1[CH:27]=[CH:26][C:16]2[NH:17][C:18]([C:20]3([NH3+:25])[CH2:24][CH2:23][CH2:22][CH2:21]3)=[N:19][C:15]=2[CH:14]=1.[CH:29]1([C:35]2[C:43]3[C:38](=[CH:39][C:40]([C:44](O)=[O:45])=[CH:41][CH:42]=3)[N:37]([CH2:47][C:48]([N:50]([CH3:52])[CH3:51])=[O:49])[C:36]=2[C:53]2[CH:58]=[CH:57][CH:56]=[CH:55][CH:54]=2)[CH2:34][CH2:33][CH2:32][CH2:31][CH2:30]1.CN(C(ON1N=NC2C=CC=NC1=2)=[N+](C)C)C.F[P-](F)(F)(F)(F)F.CCN(C(C)C)C(C)C. (3) Given the product [NH3:4].[Cl:33][C:34]1[CH:41]=[CH:40][C:37]([CH2:38][NH:39][C:10](=[O:12])[C:9]2[CH:13]=[CH:14][CH:15]=[C:7]([CH2:6][C@H:5]([NH:4][CH2:3][C@H:2]([OH:1])[C:17]3[CH:22]=[CH:21][C:20]([OH:23])=[C:19]([CH2:24][OH:25])[CH:18]=3)[CH3:16])[CH:8]=2)=[CH:36][CH:35]=1, predict the reactants needed to synthesize it. The reactants are: [OH:1][C@H:2]([C:17]1[CH:22]=[CH:21][C:20]([OH:23])=[C:19]([CH2:24][OH:25])[CH:18]=1)[CH2:3][NH:4][C@H:5]([CH3:16])[CH2:6][C:7]1[CH:8]=[C:9]([CH:13]=[CH:14][CH:15]=1)[C:10]([OH:12])=O.C(N(CC)CC)C.[Cl:33][C:34]1[CH:41]=[CH:40][C:37]([CH2:38][NH2:39])=[CH:36][CH:35]=1.CN(C(ON1N=NC2C=CC=CC1=2)=[N+](C)C)C.F[P-](F)(F)(F)(F)F. (4) Given the product [O:15]([C:22]1[CH:23]=[C:24]([CH2:25][NH:26][C:4](=[O:6])[C:3]2[CH:7]=[CH:8][C:9]([CH2:11][O:12][CH3:13])=[N:10][C:2]=2[NH2:1])[CH:27]=[CH:28][CH:29]=1)[C:16]1[CH:17]=[CH:18][CH:19]=[CH:20][CH:21]=1, predict the reactants needed to synthesize it. The reactants are: [NH2:1][C:2]1[N:10]=[C:9]([CH2:11][O:12][CH3:13])[CH:8]=[CH:7][C:3]=1[C:4]([OH:6])=O.Cl.[O:15]([C:22]1[CH:23]=[C:24]([CH:27]=[CH:28][CH:29]=1)[CH2:25][NH2:26])[C:16]1[CH:21]=[CH:20][CH:19]=[CH:18][CH:17]=1.C(N(CC)CC)C.CN([P+](ON1N=NC2C=CC=CC1=2)(N(C)C)N(C)C)C.F[P-](F)(F)(F)(F)F. (5) The reactants are: [O:1]=[C:2]1[C:10]2[C:5](=[CH:6][CH:7]=[CH:8][CH:9]=2)[C:4](=[O:11])[N:3]1[CH:12]([CH2:16][CH:17]=[CH2:18])[C:13]([OH:15])=O.P(Cl)(Cl)(Cl)(Cl)Cl.[CH3:25][O:26][C:27]([CH:29]1[CH2:33][CH2:32][N:31]([C:34]([O:36][CH2:37][C:38]2[CH:43]=[CH:42][CH:41]=[CH:40][CH:39]=2)=[O:35])[NH:30]1)=[O:28].C(=O)(O)[O-].[Na+]. Given the product [CH3:25][O:26][C:27]([CH:29]1[CH2:33][CH2:32][N:31]([C:34]([O:36][CH2:37][C:38]2[CH:43]=[CH:42][CH:41]=[CH:40][CH:39]=2)=[O:35])[N:30]1[C:13](=[O:15])[CH:12]([N:3]1[C:4](=[O:11])[C:5]2[C:10](=[CH:9][CH:8]=[CH:7][CH:6]=2)[C:2]1=[O:1])[CH2:16][CH:17]=[CH2:18])=[O:28], predict the reactants needed to synthesize it. (6) Given the product [Br:1][C:2]1[CH:7]=[CH:6][C:5](/[C:8](=[N:22]\[O:23][CH2:24][CH3:25])/[CH:9]2[CH2:10][CH2:11][N:12]([C:15]3([CH3:21])[CH2:20][CH2:19][N:18]([C:37]([C:31]4[C:30]5[C:35](=[CH:36][C:27]([CH3:26])=[CH:28][CH:29]=5)[N:34]=[CH:33][CH:32]=4)=[O:38])[CH2:17][CH2:16]3)[CH2:13][CH2:14]2)=[CH:4][CH:3]=1, predict the reactants needed to synthesize it. The reactants are: [Br:1][C:2]1[CH:7]=[CH:6][C:5](/[C:8](=[N:22]\[O:23][CH2:24][CH3:25])/[CH:9]2[CH2:14][CH2:13][N:12]([C:15]3([CH3:21])[CH2:20][CH2:19][NH:18][CH2:17][CH2:16]3)[CH2:11][CH2:10]2)=[CH:4][CH:3]=1.[CH3:26][C:27]1[CH:36]=[C:35]2[C:30]([C:31]([C:37](O)=[O:38])=[CH:32][CH:33]=[N:34]2)=[CH:29][CH:28]=1.CCN(CC)CC.CN(C(ON1N=NC2C=CC=NC1=2)=[N+](C)C)C.F[P-](F)(F)(F)(F)F. (7) Given the product [Cl:1][C:2]1[CH:10]=[CH:9][C:8]2[N:7]([CH2:27][CH2:26][C:23]3[CH:24]=[CH:25][C:20]([NH:19][CH:16]([CH3:17])[CH3:18])=[N:21][CH:22]=3)[C:6]3[CH2:11][CH2:12][N:13]([CH3:15])[CH2:14][C:5]=3[C:4]=2[CH:3]=1, predict the reactants needed to synthesize it. The reactants are: [Cl:1][C:2]1[CH:10]=[CH:9][C:8]2[NH:7][C:6]3[CH2:11][CH2:12][N:13]([CH3:15])[CH2:14][C:5]=3[C:4]=2[CH:3]=1.[CH:16]([NH:19][C:20]1[CH:25]=[CH:24][C:23]([CH:26]=[CH2:27])=[CH:22][N:21]=1)([CH3:18])[CH3:17].[OH-].[K+]. (8) The reactants are: F[C:2]1[N:9]=[CH:8][CH:7]=[CH:6][C:3]=1[C:4]#[N:5].O1CCCC1.[CH2:15]([N:17](CC)[CH2:18][CH3:19])[CH3:16].N1CCCC1. Given the product [N:17]1([C:2]2[N:9]=[CH:8][CH:7]=[CH:6][C:3]=2[C:4]#[N:5])[CH2:18][CH2:19][CH2:16][CH2:15]1, predict the reactants needed to synthesize it. (9) The reactants are: [Cl:1][C:2]1[CH:3]=[C:4]2[C:8](=[C:9]([C:12]([OH:14])=O)[C:10]=1[F:11])[NH:7][CH:6]=[CH:5]2.[F:15][C:16]([F:38])([F:37])[C:17]1[CH:18]=[C:19]([CH2:23][CH2:24][NH:25][CH2:26][C:27]2[CH:32]=[CH:31][C:30]([Si:33]([CH3:36])([CH3:35])[CH3:34])=[CH:29][CH:28]=2)[CH:20]=[CH:21][CH:22]=1. Given the product [F:38][C:16]([F:15])([F:37])[C:17]1[CH:18]=[C:19]([CH2:23][CH2:24][N:25]([CH2:26][C:27]2[CH:32]=[CH:31][C:30]([Si:33]([CH3:35])([CH3:34])[CH3:36])=[CH:29][CH:28]=2)[C:12]([C:9]2[C:10]([F:11])=[C:2]([Cl:1])[CH:3]=[C:4]3[C:8]=2[NH:7][CH:6]=[CH:5]3)=[O:14])[CH:20]=[CH:21][CH:22]=1, predict the reactants needed to synthesize it. (10) Given the product [OH:5][C:3]([C:2]([F:7])([F:6])[F:1])=[O:4].[NH:15]1[CH2:18][CH:17]([C:19](=[O:21])[CH3:20])[CH2:16]1, predict the reactants needed to synthesize it. The reactants are: [F:1][C:2]([F:7])([F:6])[C:3]([OH:5])=[O:4].C(OC([N:15]1[CH2:18][CH:17]([C:19](=[O:21])[CH3:20])[CH2:16]1)=O)(C)(C)C.